Dataset: Catalyst prediction with 721,799 reactions and 888 catalyst types from USPTO. Task: Predict which catalyst facilitates the given reaction. (1) Reactant: [CH:1]1([C:4]2[CH:5]=[N:6][C:7]([C:10](OC)=[O:11])=[N:8][CH:9]=2)[CH2:3][CH2:2]1.[H-].[H-].[H-].[H-].[Li+].[Al+3]. Product: [CH:1]1([C:4]2[CH:5]=[N:6][C:7]([CH2:10][OH:11])=[N:8][CH:9]=2)[CH2:3][CH2:2]1. The catalyst class is: 1. (2) Reactant: [F:1][C:2]([F:16])([F:15])[C:3]1[CH:8]=[CH:7][C:6]([C@:9]23[CH2:14][C@H:13]2[CH2:12][NH:11][CH2:10]3)=[CH:5][CH:4]=1.C(N(CC)CC)C.Br[CH2:25][CH2:26][CH2:27][OH:28].[Na+].[I-]. Product: [F:16][C:2]([F:1])([F:15])[C:3]1[CH:4]=[CH:5][C:6]([C@:9]23[CH2:14][C@H:13]2[CH2:12][N:11]([CH2:25][CH2:26][CH2:27][OH:28])[CH2:10]3)=[CH:7][CH:8]=1. The catalyst class is: 54.